Dataset: Catalyst prediction with 721,799 reactions and 888 catalyst types from USPTO. Task: Predict which catalyst facilitates the given reaction. (1) Reactant: Br[C:2]1[C:11]2[C:6](=[CH:7][CH:8]=[C:9]([O:12][CH3:13])[N:10]=2)[N:5]=[CH:4][C:3]=1[NH2:14].C(=O)(O)[O-].[Na+]. Product: [CH3:13][O:12][C:9]1[N:10]=[C:11]2[C:6](=[CH:7][CH:8]=1)[N:5]=[CH:4][C:3]([NH2:14])=[CH:2]2. The catalyst class is: 19. (2) Reactant: CC1C=CN=CC=1.C([Li])CCC.[Br:13]C1C=CC(C#N)=CC=1.Br.[CH2:23]([C:32]1[CH:37]=[CH:36][N:35]=[CH:34][CH:33]=1)[C:24]([C:26]1[CH:31]=[CH:30][CH:29]=[CH:28][CH:27]=1)=[O:25]. Product: [Br:13][C:29]1[CH:30]=[CH:31][C:26]([C:24](=[O:25])[CH2:23][C:32]2[CH:33]=[CH:34][N:35]=[CH:36][CH:37]=2)=[CH:27][CH:28]=1. The catalyst class is: 20. (3) Reactant: [NH2:1][C:2]1[C:11]([C:12]#[N:13])=[C:10]([NH:14][CH2:15][C:16]2[CH:21]=[CH:20][CH:19]=[CH:18][CH:17]=2)[C:9]2[C:4](=[CH:5][CH:6]=[C:7]([N:22]3[CH2:27][CH2:26][N:25]([C:28](=[O:30])[CH3:29])[CH2:24][CH2:23]3)[CH:8]=2)[N:3]=1.[CH3:31][O:32][C:33]1[CH:34]=[C:35]([CH:39]=[CH:40][CH:41]=1)[C:36](Cl)=[O:37]. Product: [CH3:31][O:32][C:33]1[CH:34]=[C:35]([CH:39]=[CH:40][CH:41]=1)[C:36]([NH:1][C:2]1[C:11]([C:12]#[N:13])=[C:10]([NH:14][CH2:15][C:16]2[CH:17]=[CH:18][CH:19]=[CH:20][CH:21]=2)[C:9]2[C:4](=[CH:5][CH:6]=[C:7]([N:22]3[CH2:23][CH2:24][N:25]([C:28](=[O:30])[CH3:29])[CH2:26][CH2:27]3)[CH:8]=2)[N:3]=1)=[O:37]. The catalyst class is: 17. (4) Reactant: [NH2:1][C:2]1[CH:10]=[C:9]([Cl:11])[CH:8]=[C:7]([Cl:12])[C:3]=1[C:4](O)=[O:5].CC[N:15]=C=NCCCN(C)C.C1C=CC2N(O)N=NC=2C=1.CN1CCOCC1.[NH4+].[OH-]. Product: [NH2:1][C:2]1[CH:10]=[C:9]([Cl:11])[CH:8]=[C:7]([Cl:12])[C:3]=1[C:4]([NH2:15])=[O:5]. The catalyst class is: 1. (5) Reactant: [CH3:1][C:2]([C:6]1[CH:7]=[C:8]([CH:12]=[CH:13][CH:14]=1)[C:9]([OH:11])=[O:10])([CH3:5])[CH:3]=[O:4].[C:15](=O)([O-])[O-].[K+].[K+].CI. Product: [CH3:5][C:2]([C:6]1[CH:7]=[C:8]([CH:12]=[CH:13][CH:14]=1)[C:9]([O:11][CH3:15])=[O:10])([CH3:1])[CH:3]=[O:4]. The catalyst class is: 21. (6) Reactant: [Cl:1][C:2]1[CH:3]=[C:4]([CH3:32])[C:5]([CH2:8][N:9]([CH2:16][C:17]2[C:22]([C:23]([CH3:31])([C:25]3[CH:30]=[CH:29][CH:28]=[CH:27][CH:26]=3)[CH3:24])=[CH:21][CH:20]=[CH:19][N:18]=2)[CH:10]2[CH2:15][CH2:14][NH:13][CH2:12][CH2:11]2)=[N:6][CH:7]=1.[NH:33]1[CH:37]=[CH:36][N:35]=[C:34]1[NH:38][C:39](N1C=CN=C1)=[O:40].CCN(C(C)C)C(C)C. Product: [NH:33]1[CH:37]=[CH:36][N:35]=[C:34]1[NH:38][C:39]([N:13]1[CH2:12][CH2:11][CH:10]([N:9]([CH2:8][C:5]2[C:4]([CH3:32])=[CH:3][C:2]([Cl:1])=[CH:7][N:6]=2)[CH2:16][C:17]2[C:22]([C:23]([CH3:24])([C:25]3[CH:30]=[CH:29][CH:28]=[CH:27][CH:26]=3)[CH3:31])=[CH:21][CH:20]=[CH:19][N:18]=2)[CH2:15][CH2:14]1)=[O:40]. The catalyst class is: 3.